Task: Predict the product of the given reaction.. Dataset: Forward reaction prediction with 1.9M reactions from USPTO patents (1976-2016) (1) Given the reactants C([O:8][C:9]1[CH:14]=[CH:13][C:12]([C:15]2[N:19]([CH2:20][CH2:21][O:22][Si:23]([CH3:26])([CH3:25])[CH3:24])[N:18]=[N:17][N:16]=2)=[CH:11][C:10]=1[F:27])C1C=CC=CC=1.C(O)=O, predict the reaction product. The product is: [F:27][C:10]1[CH:11]=[C:12]([C:15]2[N:19]([CH2:20][CH2:21][O:22][Si:23]([CH3:25])([CH3:24])[CH3:26])[N:18]=[N:17][N:16]=2)[CH:13]=[CH:14][C:9]=1[OH:8]. (2) Given the reactants Cl[C:2]1[CH:7]=[CH:6][C:5]([O:8][CH3:9])=[CH:4][C:3]=1[NH:10][C:11]1[C:12]([CH3:18])=[N:13][C:14]([F:17])=[CH:15][CH:16]=1.F[B-](F)(F)F.C([PH+](C(C)(C)C)C(C)(C)C)(C)(C)C.C(=O)([O-])[O-].[K+].[K+], predict the reaction product. The product is: [F:17][C:14]1[N:13]=[C:12]([CH3:18])[C:11]2[NH:10][C:3]3[C:2]([C:16]=2[CH:15]=1)=[CH:7][CH:6]=[C:5]([O:8][CH3:9])[CH:4]=3. (3) Given the reactants Cl[C:2]1[N:7]=[C:6]2[CH:8]=[C:9]([CH3:20])[N:10]([S:11]([C:14]3[CH:19]=[CH:18][CH:17]=[CH:16][CH:15]=3)(=[O:13])=[O:12])[C:5]2=[CH:4][CH:3]=1.[NH:21]([C:30]([O:32][C:33]([CH3:36])([CH3:35])[CH3:34])=[O:31])[NH:22][C:23]([O:25][C:26]([CH3:29])([CH3:28])[CH3:27])=[O:24].C(=O)([O-])[O-].[Cs+].[Cs+], predict the reaction product. The product is: [CH3:20][C:9]1[N:10]([S:11]([C:14]2[CH:19]=[CH:18][CH:17]=[CH:16][CH:15]=2)(=[O:13])=[O:12])[C:5]2[C:6](=[N:7][C:2]([N:21]([C:30]([O:32][C:33]([CH3:36])([CH3:35])[CH3:34])=[O:31])[NH:22][C:23]([O:25][C:26]([CH3:27])([CH3:28])[CH3:29])=[O:24])=[CH:3][CH:4]=2)[CH:8]=1. (4) Given the reactants C([O:3][C:4]([C:6]1[C:7]([OH:24])([CH3:23])[C:8]2[C:13]([C:14]=1[C:15]1[CH:20]=[CH:19][CH:18]=[CH:17][CH:16]=1)=[CH:12][CH:11]=[C:10]([O:21][CH3:22])[CH:9]=2)=[O:5])C.[OH-].[Na+], predict the reaction product. The product is: [OH:24][C:7]1([CH3:23])[C:8]2[C:13](=[CH:12][CH:11]=[C:10]([O:21][CH3:22])[CH:9]=2)[C:14]([C:15]2[CH:20]=[CH:19][CH:18]=[CH:17][CH:16]=2)=[C:6]1[C:4]([OH:5])=[O:3]. (5) Given the reactants [CH2:1]([N:8]1[C:20]2[CH:19]=[C:18]3[C:13]([CH:14]=[CH:15][N:16]=[C:17]3OS(C(F)(F)F)(=O)=O)=[CH:12][C:11]=2[CH2:10][CH2:9]1)[C:2]1[CH:7]=[CH:6][CH:5]=[CH:4][CH:3]=1.[CH3:29][N:30]1[CH2:35][CH2:34][NH:33][CH2:32][CH2:31]1, predict the reaction product. The product is: [CH2:1]([N:8]1[C:20]2[CH:19]=[C:18]3[C:13]([CH:14]=[CH:15][N:16]=[C:17]3[N:33]3[CH2:34][CH2:35][N:30]([CH3:29])[CH2:31][CH2:32]3)=[CH:12][C:11]=2[CH2:10][CH2:9]1)[C:2]1[CH:7]=[CH:6][CH:5]=[CH:4][CH:3]=1. (6) Given the reactants [F:1][C:2]([F:22])([F:21])[C:3]1[CH:4]=[C:5]([C:9]2[CH:10]=[CH:11][C:12]3[N:18]4[CH2:19][C@H:15]([CH2:16][CH2:17]4)[NH:14][C:13]=3[N:20]=2)[CH:6]=[CH:7][CH:8]=1.CCN(C(C)C)C(C)C.Cl[C:33](Cl)([O:35]C(=O)OC(Cl)(Cl)Cl)Cl.[NH2:44][C:45]1[CH:46]=[C:47]([C:51]2[O:55][C:54]([CH2:56][NH:57][C:58](=[O:67])[O:59][CH2:60][C:61]3[CH:66]=[CH:65][CH:64]=[CH:63][CH:62]=3)=[N:53][CH:52]=2)[CH:48]=[CH:49][CH:50]=1, predict the reaction product. The product is: [F:22][C:2]([F:21])([F:1])[C:3]1[CH:4]=[C:5]([C:9]2[CH:10]=[CH:11][C:12]3[N:18]4[CH2:19][C@H:15]([CH2:16][CH2:17]4)[N:14]([C:33]([NH:44][C:45]4[CH:46]=[C:47]([C:51]5[O:55][C:54]([CH2:56][NH:57][C:58](=[O:67])[O:59][CH2:60][C:61]6[CH:66]=[CH:65][CH:64]=[CH:63][CH:62]=6)=[N:53][CH:52]=5)[CH:48]=[CH:49][CH:50]=4)=[O:35])[C:13]=3[N:20]=2)[CH:6]=[CH:7][CH:8]=1. (7) Given the reactants N[C:2]1[CH:11]=[CH:10][C:9]2[C:8]([CH3:13])([CH3:12])[CH2:7][CH2:6][C:5]([CH3:15])([CH3:14])[C:4]=2[CH:3]=1.C=O.[C:18]([BH3-])#[N:19].[Na+].[C:22](O)(=O)C, predict the reaction product. The product is: [CH3:22][N:19]([CH3:18])[C:2]1[CH:11]=[CH:10][C:9]2[C:8]([CH3:13])([CH3:12])[CH2:7][CH2:6][C:5]([CH3:15])([CH3:14])[C:4]=2[CH:3]=1. (8) Given the reactants [Br:1][C:2]1[C:6]([C:7](Cl)=[O:8])=[CH:5][N:4]([CH2:10][C:11]2[CH:16]=[CH:15][C:14]([O:17][CH3:18])=[CH:13][CH:12]=2)[N:3]=1.[Si](C=[N+]=[N-])(C)(C)[CH3:20].[BrH:26].CC(O)=O, predict the reaction product. The product is: [Br:26][CH2:20][C:7]([C:6]1[C:2]([Br:1])=[N:3][N:4]([CH2:10][C:11]2[CH:16]=[CH:15][C:14]([O:17][CH3:18])=[CH:13][CH:12]=2)[CH:5]=1)=[O:8].